Dataset: Forward reaction prediction with 1.9M reactions from USPTO patents (1976-2016). Task: Predict the product of the given reaction. (1) The product is: [Cl:1][C:2]1[CH:3]=[CH:4][CH:5]=[C:6]2[C:11]=1[N:10]=[C:9]([CH2:12][S:23][C:24]1[N:32]=[CH:31][N:30]=[C:29]3[C:25]=1[N:26]=[CH:27][NH:28]3)[N:8]([C:14]1[CH:19]=[CH:18][CH:17]=[CH:16][C:15]=1[Cl:20])[C:7]2=[O:21]. Given the reactants [Cl:1][C:2]1[CH:3]=[CH:4][CH:5]=[C:6]2[C:11]=1[N:10]=[C:9]([CH2:12]Cl)[N:8]([C:14]1[CH:19]=[CH:18][CH:17]=[CH:16][C:15]=1[Cl:20])[C:7]2=[O:21].O.[SH:23][C:24]1[N:32]=[CH:31][N:30]=[C:29]2[C:25]=1[NH:26][CH:27]=[N:28]2.C([O-])([O-])=O.[K+].[K+], predict the reaction product. (2) Given the reactants [CH3:1][C:2]1([CH3:8])[O:6][C:5](=[O:7])[CH2:4][CH2:3]1.C[Al](C)C.[NH2:13][C:14]1[CH:19]=[CH:18][C:17]([C:20]([N:22]2[CH2:27][CH2:26][N:25]([CH2:28][C:29]3[CH:34]=[CH:33][C:32]([C:35]([OH:44])([C:40]([F:43])([F:42])[F:41])[C:36]([F:39])([F:38])[F:37])=[CH:31][CH:30]=3)[CH2:24][CH2:23]2)=[O:21])=[CH:16][CH:15]=1.CN(C)C=O, predict the reaction product. The product is: [F:42][C:40]([F:41])([F:43])[C:35]([C:32]1[CH:31]=[CH:30][C:29]([CH2:28][N:25]2[CH2:24][CH2:23][N:22]([C:20]([C:17]3[CH:18]=[CH:19][C:14]([NH:13][C:5](=[O:7])[CH2:4][CH2:3][C:2]([OH:6])([CH3:8])[CH3:1])=[CH:15][CH:16]=3)=[O:21])[CH2:27][CH2:26]2)=[CH:34][CH:33]=1)([OH:44])[C:36]([F:39])([F:38])[F:37]. (3) The product is: [CH3:1][O:2][C:3]1[CH:8]=[CH:7][C:6](/[CH:9]=[CH:10]/[C:11]([O:13][CH3:21])=[O:12])=[C:5]([N+:14]([O-:16])=[O:15])[CH:4]=1. Given the reactants [CH3:1][O:2][C:3]1[CH:8]=[CH:7][C:6](/[CH:9]=[CH:10]/[C:11]([OH:13])=[O:12])=[C:5]([N+:14]([O-:16])=[O:15])[CH:4]=1.S(Cl)(Cl)=O.[CH3:21]O, predict the reaction product. (4) Given the reactants [CH3:1][N:2]1[CH2:15][CH2:14][C:5]2[NH:6][C:7]3[CH:8]=[CH:9][C:10]([CH3:13])=[CH:11][C:12]=3[C:4]=2[CH2:3]1.N1CCC[C@H]1C(O)=O.P([O-])([O-])([O-])=O.[K+].[K+].[K+].Br[CH:33]=[C:34]([C:36]1[CH:41]=[CH:40][C:39]([Cl:42])=[C:38]([Cl:43])[CH:37]=1)[CH3:35], predict the reaction product. The product is: [Cl:43][C:38]1[CH:37]=[C:36](/[C:34](/[CH3:35])=[CH:33]\[N:6]2[C:7]3[CH:8]=[CH:9][C:10]([CH3:13])=[CH:11][C:12]=3[C:4]3[CH2:3][N:2]([CH3:1])[CH2:15][CH2:14][C:5]2=3)[CH:41]=[CH:40][C:39]=1[Cl:42]. (5) Given the reactants Cl.[C:2]1(=O)C2(CCNCC2)CCN1.C(N(CC)CC)C.BrC1C=CC(C(F)(F)F)=CC=1S(Cl)(=O)=O.Br[C:36]1[CH:41]=[CH:40][C:39]([C:42]([F:45])([F:44])[F:43])=[CH:38][C:37]=1[S:46]([N:49]1[CH2:59][CH2:58][C:52]2([C:56](=[O:57])[NH:55][CH2:54][CH2:53]2)[CH2:51][CH2:50]1)(=[O:48])=[O:47].C(=O)([O-])[O-].[K+].[K+].CB1OB(C)OB(C)O1, predict the reaction product. The product is: [CH3:2][C:36]1[CH:41]=[CH:40][C:39]([C:42]([F:45])([F:44])[F:43])=[CH:38][C:37]=1[S:46]([N:49]1[CH2:59][CH2:58][C:52]2([C:56](=[O:57])[NH:55][CH2:54][CH2:53]2)[CH2:51][CH2:50]1)(=[O:48])=[O:47]. (6) Given the reactants BrC1C=CC=CC=1O.C[C:10]1[C:15]2O[C:17]3[C:25]([OH:26])=[C:24]([OH:27])[CH:23]=[C:22]([OH:28])[C:18]=3[C:19](=[O:21])[CH2:20][C:14]=2[CH:13]=[CH:12][CH:11]=1, predict the reaction product. The product is: [OH:27][C:24]1[C:25]([OH:26])=[CH:17][C:18]2[C:19](=[O:21])[CH2:20][C:14]3[CH:15]=[CH:10][CH:11]=[CH:12][C:13]=3[O:28][C:22]=2[CH:23]=1. (7) Given the reactants [C:1](=[O:12])(OC(Cl)(Cl)Cl)OC(Cl)(Cl)Cl.[CH:13]12[O:20][CH:17]([CH2:18][CH2:19]1)[CH2:16][NH:15][CH2:14]2.[C@H:21]1([NH:30][C:31]2[CH:40]=[CH:39][C:38]3[C:33](=[CH:34][CH:35]=[C:36]([NH2:41])[CH:37]=3)[N:32]=2)[C:29]2[C:24](=[CH:25][CH:26]=[CH:27][CH:28]=2)[CH2:23][CH2:22]1, predict the reaction product. The product is: [C@H:21]1([NH:30][C:31]2[CH:40]=[CH:39][C:38]3[C:33](=[CH:34][CH:35]=[C:36]([NH:41][C:1]([N:15]4[CH2:14][C@H:13]5[O:20][C@H:17]([CH2:18][CH2:19]5)[CH2:16]4)=[O:12])[CH:37]=3)[N:32]=2)[C:29]2[C:24](=[CH:25][CH:26]=[CH:27][CH:28]=2)[CH2:23][CH2:22]1.